Task: Predict the product of the given reaction.. Dataset: Forward reaction prediction with 1.9M reactions from USPTO patents (1976-2016) (1) Given the reactants [NH2:1][C:2]1[CH:10]=[C:9]([Br:11])[C:8]([F:12])=[CH:7][C:3]=1[C:4](O)=[O:5].[NH2:13][C:14](N)=[O:15], predict the reaction product. The product is: [Br:11][C:9]1[CH:10]=[C:2]2[C:3]([C:4](=[O:5])[NH:13][C:14](=[O:15])[NH:1]2)=[CH:7][C:8]=1[F:12]. (2) Given the reactants F[C:2]1[CH:7]=[C:6]([F:8])[CH:5]=[CH:4][C:3]=1[N+:9]([O-:11])=[O:10].Cl.[CH2:13]([NH2:15])[CH3:14].C([O-])([O-])=O.[K+].[K+], predict the reaction product. The product is: [CH2:13]([NH:15][C:2]1[CH:7]=[C:6]([F:8])[CH:5]=[CH:4][C:3]=1[N+:9]([O-:11])=[O:10])[CH3:14]. (3) Given the reactants C([Sn](Cl)(CCCC)CCCC)CCC.[N-:15]=[N+:16]=[N-:17].[Na+].[C:19]([C:21]1[C:30]2[CH2:29][CH2:28][CH2:27][CH2:26][C:25]=2[CH:24]=[CH:23][C:22]=1[NH:31][S:32]([C:35]1[CH:40]=[CH:39][CH:38]=[CH:37][CH:36]=1)(=[O:34])=[O:33])#[N:20].Cl, predict the reaction product. The product is: [NH:15]1[C:19]([C:21]2[C:30]3[CH2:29][CH2:28][CH2:27][CH2:26][C:25]=3[CH:24]=[CH:23][C:22]=2[NH:31][S:32]([C:35]2[CH:36]=[CH:37][CH:38]=[CH:39][CH:40]=2)(=[O:34])=[O:33])=[N:20][N:17]=[N:16]1.